This data is from Forward reaction prediction with 1.9M reactions from USPTO patents (1976-2016). The task is: Predict the product of the given reaction. (1) Given the reactants [C:1]([O:5][C:6]([N:8]1[CH2:14][CH2:13][C:12](=[O:15])[NH:11][CH2:10][CH2:9]1)=[O:7])([CH3:4])([CH3:3])[CH3:2].BrC[CH2:18][CH2:19][C:20]([N:22]([O:24][CH3:25])[CH3:23])=[O:21].[H-].[Na+], predict the reaction product. The product is: [C:1]([O:5][C:6]([N:8]1[CH2:14][CH2:13][C:12](=[O:15])[N:11]([CH2:18][CH2:19][C:20](=[O:21])[N:22]([O:24][CH3:25])[CH3:23])[CH2:10][CH2:9]1)=[O:7])([CH3:4])([CH3:2])[CH3:3]. (2) Given the reactants Cl[C:2]1[CH:7]=[C:6]2[NH:8][C:9](=[O:43])[C@:10]3([C@@H:14](C4C=CC=C(Cl)C=4F)[C@H:13]([C:23](=[O:33])[NH:24][C:25]4[CH:30]=[CH:29][C:28]([C:31]#[N:32])=[CH:27][CH:26]=4)[NH:12][C@H:11]3CC(C)(C)COC(=O)C)[C:5]2=[CH:4][CH:3]=1.[OH:44]O.[OH-].[Na+], predict the reaction product. The product is: [C:31]([C:28]1[CH:29]=[CH:30][C:25]([NH:24][C:23]([CH:13]2[NH:12][CH2:11][C:10]3([C:5]4[C:6](=[CH:7][CH:2]=[CH:3][CH:4]=4)[NH:8][C:9]3=[O:43])[CH2:14]2)=[O:33])=[CH:26][CH:27]=1)(=[O:44])[NH2:32]. (3) Given the reactants [Br:1][C:2]1[CH:3]=[CH:4][C:5]([N+:19]([O-])=O)=[C:6]([NH:8][CH2:9][CH2:10][NH:11][C:12](=[O:18])[O:13][C:14]([CH3:17])([CH3:16])[CH3:15])[CH:7]=1.[Cl-].[NH4+], predict the reaction product. The product is: [NH2:19][C:5]1[CH:4]=[CH:3][C:2]([Br:1])=[CH:7][C:6]=1[NH:8][CH2:9][CH2:10][NH:11][C:12](=[O:18])[O:13][C:14]([CH3:16])([CH3:15])[CH3:17]. (4) Given the reactants [C:1]1([C@H:7]([NH2:9])[CH3:8])[CH:6]=[CH:5][CH:4]=[CH:3][CH:2]=1.C(N(C(C)C)CC)(C)C.Cl[C:20]1[C:29]2[C:24](=[CH:25][CH:26]=[C:27]([N+:30]([O-:32])=[O:31])[CH:28]=2)[N:23]=[CH:22][N:21]=1, predict the reaction product. The product is: [C:1]1([C@H:7]([NH:9][C:20]2[C:29]3[C:24](=[CH:25][CH:26]=[C:27]([N+:30]([O-:32])=[O:31])[CH:28]=3)[N:23]=[CH:22][N:21]=2)[CH3:8])[CH:6]=[CH:5][CH:4]=[CH:3][CH:2]=1. (5) Given the reactants [CH3:1][O:2][CH2:3][CH2:4][OH:5].[H-].[Na+].Cl[C:9]1[N:10]=[C:11]2[CH:18]=[CH:17][N:16]=[C:15]([Cl:19])[C:12]2=[N:13][CH:14]=1, predict the reaction product. The product is: [Cl:19][C:15]1[C:12]2=[N:13][CH:14]=[C:9]([O:5][CH2:4][CH2:3][O:2][CH3:1])[N:10]=[C:11]2[CH:18]=[CH:17][N:16]=1. (6) Given the reactants CC1(C)C2CCC1(CS(O)(=O)=O)C(=O)C2.C(O[C:19]([C@H:21]1[C@@H:26]([NH2:27])[C@@H:25]2[CH2:28][C@H:22]1[CH2:23][CH2:24]2)=[O:20])C.[F:29][C:30]([F:47])([F:46])[C:31]1([CH2:34]OS(C2C=CC(C)=CC=2)(=O)=O)[CH2:33][CH2:32]1.C(N(CC)CC)C.[I-].[K+].[CH3:57][S:58]([NH:61][CH2:62][C:63]1[C:71]2[S:70](=[O:73])(=[O:72])[N:69]=[C:68]([CH2:74][C:75](O)=[O:76])[NH:67][C:66]=2[S:65][CH:64]=1)(=[O:60])=[O:59].Cl.CN(C)CCCN=C=NCC, predict the reaction product. The product is: [OH:20][C:19]1[C@H:21]2[C@H:26]([C@H:25]3[CH2:28][C@@H:22]2[CH2:23][CH2:24]3)[N:27]([CH2:34][C:31]2([C:30]([F:29])([F:46])[F:47])[CH2:32][CH2:33]2)[C:75](=[O:76])[C:74]=1[C:68]1[NH:67][C:66]2[S:65][CH:64]=[C:63]([CH2:62][NH:61][S:58]([CH3:57])(=[O:59])=[O:60])[C:71]=2[S:70](=[O:73])(=[O:72])[N:69]=1.